From a dataset of Forward reaction prediction with 1.9M reactions from USPTO patents (1976-2016). Predict the product of the given reaction. The product is: [C:1]([O:4][C:5]1[CH:26]=[CH:25][C:8]([CH:9]2[CH2:18][C:17]3[C:12](=[CH:13][C:14]([O:19][C:20](=[O:22])[CH3:21])=[CH:15][CH:16]=3)[O:11][CH:10]2[CH2:23][CH3:24])=[CH:7][CH:6]=1)(=[O:3])[CH3:2]. Given the reactants [C:1]([O:4][C:5]1[CH:26]=[CH:25][C:8]([C:9]2[CH:10]([CH2:23][CH3:24])[O:11][C:12]3[C:17]([CH:18]=2)=[CH:16][CH:15]=[C:14]([O:19][C:20](=[O:22])[CH3:21])[CH:13]=3)=[CH:7][CH:6]=1)(=[O:3])[CH3:2], predict the reaction product.